This data is from Peptide-MHC class I binding affinity with 185,985 pairs from IEDB/IMGT. The task is: Regression. Given a peptide amino acid sequence and an MHC pseudo amino acid sequence, predict their binding affinity value. This is MHC class I binding data. (1) The peptide sequence is GELRKAICL. The MHC is BoLA-T2b with pseudo-sequence BoLA-T2b. The binding affinity (normalized) is 0.622. (2) The peptide sequence is NTPEALCDPT. The MHC is Mamu-A01 with pseudo-sequence Mamu-A01. The binding affinity (normalized) is 0. (3) The peptide sequence is KLVGLGLNAV. The MHC is HLA-A02:06 with pseudo-sequence HLA-A02:06. The binding affinity (normalized) is 0.797. (4) The peptide sequence is LHSGVDVFY. The MHC is HLA-A30:02 with pseudo-sequence HLA-A30:02. The binding affinity (normalized) is 0.480.